From a dataset of Caco-2 cell permeability data measuring drug intestinal absorption for ~900 compounds. Regression/Classification. Given a drug SMILES string, predict its absorption, distribution, metabolism, or excretion properties. Task type varies by dataset: regression for continuous measurements (e.g., permeability, clearance, half-life) or binary classification for categorical outcomes (e.g., BBB penetration, CYP inhibition). For this dataset (caco2_wang), we predict Y. (1) The compound is C[C@@H]1NC(=O)[C@@H](C)N(C)C(=O)[C@@H](C)NC(=O)[C@H](C)N(C)C(=O)[C@H](C)N(C)C(=O)[C@@H](C)NC1=O. The Y is -5.00 log Papp (cm/s). (2) The drug is c1ccc(-c2cccnc2)cc1. The Y is -3.89 log Papp (cm/s). (3) The drug is O=C1C[C@@H](c2ccc(O)cc2)Oc2cc(O)cc(O)c21. The Y is -4.66 log Papp (cm/s). (4) The compound is CCN(CC)CCCC(C)Nc1ccnc2cc(Cl)ccc12. The Y is -4.55 log Papp (cm/s). (5) The molecule is C=CCc1ccccc1OCC(CNC(C)C)OC(=O)C1CC1. The Y is -4.15 log Papp (cm/s). (6) The drug is CCCCCCCCCC(=O)N1CCNCC1. The Y is -3.82 log Papp (cm/s).